This data is from Forward reaction prediction with 1.9M reactions from USPTO patents (1976-2016). The task is: Predict the product of the given reaction. (1) Given the reactants [ClH:1].C(OC([N:9]1[CH2:37][CH2:36][C:12]2([C:16](=[O:17])[N:15]([C:18]3[CH:23]=[CH:22][C:21]([CH:24]4[CH2:29][CH2:28][CH:27]([N:30]5[CH2:34][CH2:33][CH2:32][CH2:31]5)[CH2:26][CH2:25]4)=[CH:20][C:19]=3[F:35])[CH2:14][CH2:13]2)[CH2:11][CH2:10]1)=O)(C)(C)C, predict the reaction product. The product is: [ClH:1].[F:35][C:19]1[CH:20]=[C:21]([CH:24]2[CH2:29][CH2:28][CH:27]([N:30]3[CH2:34][CH2:33][CH2:32][CH2:31]3)[CH2:26][CH2:25]2)[CH:22]=[CH:23][C:18]=1[N:15]1[CH2:14][CH2:13][C:12]2([CH2:11][CH2:10][NH:9][CH2:37][CH2:36]2)[C:16]1=[O:17]. (2) Given the reactants [O:1]=[C:2]1[N:20]([C:21]([O:23][C:24]([CH3:27])([CH3:26])[CH3:25])=[O:22])[C@@H:5]2[CH2:6][N:7]([C:10](OCC3C=CC=CC=3)=O)[CH2:8][CH2:9][C@@H:4]2[O:3]1.O=C1N(C(OC(C)(C)C)=O)[C@@H]2CNCC[C@@H]2O1.ClC1[CH:51]=[CH:50][N:49]=[CH:48][C:47]=1[N+:52]([O-:54])=[O:53].CCN(C(C)C)C(C)C, predict the reaction product. The product is: [N+:52]([C:47]1[CH:48]=[N:49][CH:50]=[CH:51][C:10]=1[N:7]1[CH2:8][CH2:9][C@@H:4]2[O:3][C:2](=[O:1])[N:20]([C:21]([O:23][C:24]([CH3:25])([CH3:26])[CH3:27])=[O:22])[C@@H:5]2[CH2:6]1)([O-:54])=[O:53].